From a dataset of Peptide-MHC class II binding affinity with 134,281 pairs from IEDB. Regression. Given a peptide amino acid sequence and an MHC pseudo amino acid sequence, predict their binding affinity value. This is MHC class II binding data. (1) The peptide sequence is EKKYFAATYFEPLAA. The MHC is HLA-DQA10501-DQB10301 with pseudo-sequence HLA-DQA10501-DQB10301. The binding affinity (normalized) is 0.401. (2) The peptide sequence is KPTAAGPKDNGGACG. The MHC is DRB3_0202 with pseudo-sequence DRB3_0202. The binding affinity (normalized) is 0. (3) The binding affinity (normalized) is 0.415. The peptide sequence is FAEIMKICSTIEELR. The MHC is DRB1_0701 with pseudo-sequence DRB1_0701. (4) The peptide sequence is RPAEVRKVCYNAVLT. The MHC is HLA-DQA10501-DQB10302 with pseudo-sequence HLA-DQA10501-DQB10302. The binding affinity (normalized) is 0.250. (5) The peptide sequence is ISPSFLVYSFFVHDL. The MHC is DRB3_0101 with pseudo-sequence DRB3_0101. The binding affinity (normalized) is 0.425. (6) The peptide sequence is NALSVLDKIYTSPLC. The MHC is DRB1_0404 with pseudo-sequence DRB1_0404. The binding affinity (normalized) is 0.577. (7) The peptide sequence is AAQFPFNASDSVGQQ. The MHC is DRB1_0101 with pseudo-sequence DRB1_0101. The binding affinity (normalized) is 0.511. (8) The peptide sequence is KRWIKMSILNTAGSG. The MHC is DRB3_0101 with pseudo-sequence DRB3_0101. The binding affinity (normalized) is 0.227.